This data is from Full USPTO retrosynthesis dataset with 1.9M reactions from patents (1976-2016). The task is: Predict the reactants needed to synthesize the given product. (1) Given the product [OH:2][C:3]1[CH:4]=[C:5]2[C:10](=[CH:11][C:12]=1[CH:13]=[O:14])[CH2:9][N:8]([C:16]([C:17]1[CH:18]=[N:19][CH:20]=[CH:21][CH:22]=1)=[O:23])[CH2:7][CH2:6]2, predict the reactants needed to synthesize it. The reactants are: Br.[OH:2][C:3]1[CH:4]=[C:5]2[C:10](=[CH:11][C:12]=1[CH:13]=[O:14])[CH2:9][NH:8][CH2:7][CH2:6]2.Cl.[C:16](Cl)(=[O:23])[C:17]1[CH:22]=[CH:21][CH:20]=[N:19][CH:18]=1.C(N(C(C)C)C(C)C)C.[O-]S([O-])(=O)=O.[Mg+2]. (2) Given the product [F:1][C:2]([F:19])([F:18])[C:3]([NH:5][CH2:6][CH2:7][CH2:8][C:9]1[CH:14]=[CH:13][CH:12]=[C:11]([NH:15][CH2:28][CH2:27][CH2:26][C:20]2[CH:25]=[CH:24][CH:23]=[CH:22][CH:21]=2)[CH:10]=1)=[O:4], predict the reactants needed to synthesize it. The reactants are: [F:1][C:2]([F:19])([F:18])[C:3]([NH:5][CH2:6][CH:7]=[CH:8][C:9]1[CH:14]=[CH:13][CH:12]=[C:11]([N+:15]([O-])=O)[CH:10]=1)=[O:4].[C:20]1([CH2:26][CH2:27][CH:28]=O)[CH:25]=[CH:24][CH:23]=[CH:22][CH:21]=1.